Dataset: Full USPTO retrosynthesis dataset with 1.9M reactions from patents (1976-2016). Task: Predict the reactants needed to synthesize the given product. (1) Given the product [C:15]([O:19][C:20]([N:22]1[CH2:27][CH2:26][CH2:25][CH2:24][CH2:23]1)=[O:21])([CH3:18])([CH3:16])[CH3:17], predict the reactants needed to synthesize it. The reactants are: ClC1N=CC(C2C=NNC(=O)C=2)=CC=1.[C:15]([O:19][C:20]([N:22]1[CH2:27][CH2:26][CH:25](O)[CH2:24][CH2:23]1)=[O:21])([CH3:18])([CH3:17])[CH3:16].CC([O-])(C)C.[K+].O. (2) Given the product [Si:34]([O:33][CH2:32][CH2:31][N:27]1[C:20]2[N:21]=[C:22]([S:25][CH3:26])[N:23]=[CH:24][C:19]=2[CH:18]=[C:17]([C:5]2[CH:6]=[CH:7][C:8]([C:10]3[CH:15]=[N:14][CH:13]=[C:12]([CH3:16])[N:11]=3)=[CH:9][C:4]=2[Cl:3])[C:28]1=[O:29])([C:37]([CH3:40])([CH3:39])[CH3:38])([CH3:36])[CH3:35], predict the reactants needed to synthesize it. The reactants are: [H-].[Na+].[Cl:3][C:4]1[CH:9]=[C:8]([C:10]2[CH:15]=[N:14][CH:13]=[C:12]([CH3:16])[N:11]=2)[CH:7]=[CH:6][C:5]=1[C:17]1[C:28](=[O:29])[NH:27][C:20]2[N:21]=[C:22]([S:25][CH3:26])[N:23]=[CH:24][C:19]=2[CH:18]=1.Br[CH2:31][CH2:32][O:33][Si:34]([C:37]([CH3:40])([CH3:39])[CH3:38])([CH3:36])[CH3:35]. (3) Given the product [OH:4][C:5]1[C:10]([O:11][CH3:12])=[CH:9][C:8]([C:13]2[N:14]=[C:15]([CH2:18][N:19]([CH3:20])[C:21](=[O:22])[O:23][C:24]([CH3:25])([CH3:26])[CH3:27])[S:16][CH:17]=2)=[CH:7][C:6]=1[O:28][CH3:29], predict the reactants needed to synthesize it. The reactants are: C([O:4][C:5]1[C:10]([O:11][CH3:12])=[CH:9][C:8]([C:13]2[N:14]=[C:15]([CH2:18][N:19]([C:21]([O:23][C:24]([CH3:27])([CH3:26])[CH3:25])=[O:22])[CH3:20])[S:16][CH:17]=2)=[CH:7][C:6]=1[O:28][CH3:29])(=O)C.[OH-].[Na+]. (4) Given the product [CH:28]1([N:20]([C:11]2[C:12]3[N:13]([C:15]([CH:18]=[O:19])=[CH:16][N:17]=3)[CH:14]=[C:9]([C:36]#[C:35][Si:32]([CH3:34])([CH3:33])[CH3:31])[N:10]=2)[C:21](=[O:27])[O:22][C:23]([CH3:26])([CH3:25])[CH3:24])[CH2:30][CH2:29]1, predict the reactants needed to synthesize it. The reactants are: C(N(CC)CC)C.Br[C:9]1[N:10]=[C:11]([N:20]([CH:28]2[CH2:30][CH2:29]2)[C:21](=[O:27])[O:22][C:23]([CH3:26])([CH3:25])[CH3:24])[C:12]2[N:13]([C:15]([CH:18]=[O:19])=[CH:16][N:17]=2)[CH:14]=1.[CH3:31][Si:32]([C:35]#[CH:36])([CH3:34])[CH3:33]. (5) Given the product [C:22]([C:24]1[CH:25]=[C:26]([C:29]([NH:21][CH:18]2[CH2:17][CH2:16][N:15]([CH2:14][CH2:13][C:4]3[C:3]([CH3:2])=[C:11]4[C:7](=[CH:6][CH:5]=3)[C:8](=[O:12])[O:9][CH2:10]4)[CH2:20][CH2:19]2)=[O:30])[S:27][CH:28]=1)#[N:23], predict the reactants needed to synthesize it. The reactants are: [Cl-].[CH3:2][C:3]1[C:11]2[CH2:10][O:9][C:8](=[O:12])[C:7]=2[CH:6]=[CH:5][C:4]=1[CH2:13][CH2:14][N:15]1[CH2:20][CH2:19][CH:18]([NH3+:21])[CH2:17][CH2:16]1.[C:22]([C:24]1[CH:25]=[C:26]([C:29](O)=[O:30])[S:27][CH:28]=1)#[N:23].